This data is from Full USPTO retrosynthesis dataset with 1.9M reactions from patents (1976-2016). The task is: Predict the reactants needed to synthesize the given product. (1) The reactants are: [NH3:1].[CH:2]1([C:5]2([C:12]3[CH:13]=[C:14]([NH:19][C:20]([C:22]4[CH:27]=[CH:26][C:25]([Cl:28])=[CH:24][N:23]=4)=[O:21])[CH:15]=[CH:16][C:17]=3[F:18])[CH2:10][O:9][CH2:8][C:7](=S)[NH:6]2)[CH2:4][CH2:3]1.C(OO)CCC. Given the product [NH2:1][C:7]1[CH2:8][O:9][CH2:10][C:5]([C:12]2[CH:13]=[C:14]([NH:19][C:20]([C:22]3[CH:27]=[CH:26][C:25]([Cl:28])=[CH:24][N:23]=3)=[O:21])[CH:15]=[CH:16][C:17]=2[F:18])([CH:2]2[CH2:4][CH2:3]2)[N:6]=1, predict the reactants needed to synthesize it. (2) Given the product [Cl:1][C:2]1[CH:3]=[CH:4][C:5]2[CH2:11][CH2:10][C:9]3[CH:12]=[CH:13][CH:14]=[CH:15][C:8]=3[N:7]([CH2:16][CH2:17][CH2:18][NH:19][C:29](=[O:30])[O:31][CH3:32])[C:6]=2[CH:20]=1, predict the reactants needed to synthesize it. The reactants are: [Cl:1][C:2]1[CH:3]=[CH:4][C:5]2[CH2:11][CH2:10][C:9]3[CH:12]=[CH:13][CH:14]=[CH:15][C:8]=3[N:7]([CH2:16][CH2:17][CH2:18][NH2:19])[C:6]=2[CH:20]=1.C(N(CC)CC)C.Cl[C:29]([O:31][CH3:32])=[O:30].[Na+].[Cl-]. (3) Given the product [CH3:13][O:12][C:10]([C:8]1[N:7]([CH2:14][C:15]2[CH:20]=[CH:19][C:18]([O:21][CH3:22])=[CH:17][CH:16]=2)[N:6]=[C:5]([C:3]([OH:4])=[O:2])[CH:9]=1)=[O:11], predict the reactants needed to synthesize it. The reactants are: C[O:2][C:3]([C:5]1[CH:9]=[C:8]([C:10]([O:12][CH3:13])=[O:11])[N:7]([CH2:14][C:15]2[CH:20]=[CH:19][C:18]([O:21][CH3:22])=[CH:17][CH:16]=2)[N:6]=1)=[O:4].O1CCOCC1.S(=O)(=O)(O)O.